From a dataset of Full USPTO retrosynthesis dataset with 1.9M reactions from patents (1976-2016). Predict the reactants needed to synthesize the given product. Given the product [Cl:18][C:19]1[CH:20]=[C:21]([NH:22][C:8](=[O:9])[C:3]2[CH:4]=[CH:5][CH:6]=[CH:7][N:2]=2)[CH:23]=[CH:24][C:25]=1[O:26][C:27]1[CH:32]=[CH:31][CH:30]=[C:29]([Cl:33])[CH:28]=1, predict the reactants needed to synthesize it. The reactants are: Cl.[N:2]1[CH:7]=[CH:6][CH:5]=[CH:4][C:3]=1[C:8](Cl)=[O:9].CCN(CC)CC.[Cl:18][C:19]1[CH:20]=[C:21]([CH:23]=[CH:24][C:25]=1[O:26][C:27]1[CH:32]=[CH:31][CH:30]=[C:29]([Cl:33])[CH:28]=1)[NH2:22].